Dataset: Full USPTO retrosynthesis dataset with 1.9M reactions from patents (1976-2016). Task: Predict the reactants needed to synthesize the given product. (1) Given the product [Cl:21][C:7]([C:6]1[CH:10]=[CH:11][C:12]([C:14]([F:17])([F:16])[F:15])=[CH:13][C:5]=1[O:4][C:1](=[O:3])[CH3:2])=[O:8], predict the reactants needed to synthesize it. The reactants are: [C:1]([O:4][C:5]1[CH:13]=[C:12]([C:14]([F:17])([F:16])[F:15])[CH:11]=[CH:10][C:6]=1[C:7](O)=[O:8])(=[O:3])[CH3:2].C(Cl)(=O)C([Cl:21])=O. (2) Given the product [CH3:9][S:10]([N:13]1[C:21]2[C:16](=[CH:17][C:18]([NH:22][CH:29]3[CH2:28][CH:27]4[N:26]([CH2:23][CH2:24][CH3:25])[CH:31]([CH2:32][CH2:33]4)[CH2:30]3)=[CH:19][CH:20]=2)[CH:15]=[N:14]1)(=[O:11])=[O:12], predict the reactants needed to synthesize it. The reactants are: C([BH3-])#N.[Na+].C(O)(=O)C.[CH3:9][S:10]([N:13]1[C:21]2[C:16](=[CH:17][C:18]([NH2:22])=[CH:19][CH:20]=2)[CH:15]=[N:14]1)(=[O:12])=[O:11].[CH2:23]([N:26]1[CH:31]2[CH2:32][CH2:33][CH:27]1[CH2:28][C:29](=O)[CH2:30]2)[CH2:24][CH3:25].[OH-].[Na+]. (3) The reactants are: C([O:3][C:4]([C:6]1[CH:7]=[N:8][N:9]([C:11]2[N:20](COCC[Si](C)(C)C)[C:19](=[O:29])[C:18]3[C:13](=[CH:14][CH:15]=[C:16](I)[CH:17]=3)[N:12]=2)[CH:10]=1)=[O:5])C.[Cl:31][C:32]1[CH:37]=[CH:36][C:35](B(O)O)=[CH:34][CH:33]=1. Given the product [Cl:31][C:32]1[CH:37]=[CH:36][C:35]([C:16]2[CH:17]=[C:18]3[C:13](=[CH:14][CH:15]=2)[N:12]=[C:11]([N:9]2[CH:10]=[C:6]([C:4]([OH:3])=[O:5])[CH:7]=[N:8]2)[NH:20][C:19]3=[O:29])=[CH:34][CH:33]=1, predict the reactants needed to synthesize it. (4) Given the product [CH3:1][O:2][C:3]1[CH:4]=[C:5]2[C:10](=[CH:11][C:12]=1[O:13][CH3:14])[N:9]=[CH:8][CH:7]=[C:6]2[O:15][C:16]1[CH:22]=[CH:21][C:19]([NH:20][C:27](=[O:33])[O:28][CH2:29][CH2:40][CH2:39][O:38][C:37]2[CH:43]=[CH:44][CH:45]=[CH:46][C:36]=2[F:35])=[CH:18][CH:17]=1, predict the reactants needed to synthesize it. The reactants are: [CH3:1][O:2][C:3]1[CH:4]=[C:5]2[C:10](=[CH:11][C:12]=1[O:13][CH3:14])[N:9]=[CH:8][CH:7]=[C:6]2[O:15][C:16]1[CH:22]=[CH:21][C:19]([NH2:20])=[CH:18][CH:17]=1.ClC(Cl)(O[C:27](=[O:33])[O:28][C:29](Cl)(Cl)Cl)Cl.[F:35][C:36]1[CH:46]=[CH:45][CH:44]=[CH:43][C:37]=1[O:38][CH2:39][CH2:40]CO. (5) Given the product [CH:20]([C:2]1[CH:3]=[C:4]([C:16]([NH:18][CH3:19])=[O:17])[C:5]2[N:6]([C:8]([CH3:15])=[C:9]([C:11]([F:14])([F:13])[F:12])[N:10]=2)[N:7]=1)=[CH2:21], predict the reactants needed to synthesize it. The reactants are: Cl[C:2]1[CH:3]=[C:4]([C:16]([NH:18][CH3:19])=[O:17])[C:5]2[N:6]([C:8]([CH3:15])=[C:9]([C:11]([F:14])([F:13])[F:12])[N:10]=2)[N:7]=1.[CH2:20]([Sn](CCCC)(CCCC)C=C)[CH2:21]CC. (6) Given the product [CH2:1]([N:8]1[CH:12]=[N:11][C:10]([NH:18][C:17]2[CH:16]=[C:15]([Cl:14])[C:21]([F:22])=[C:20]([Cl:23])[CH:19]=2)=[N:9]1)[C:2]1[CH:7]=[CH:6][CH:5]=[CH:4][CH:3]=1, predict the reactants needed to synthesize it. The reactants are: [CH2:1]([N:8]1[CH:12]=[N:11][C:10](Br)=[N:9]1)[C:2]1[CH:7]=[CH:6][CH:5]=[CH:4][CH:3]=1.[Cl:14][C:15]1[CH:16]=[C:17]([CH:19]=[C:20]([Cl:23])[C:21]=1[F:22])[NH2:18].CC(C)([O-])C.[Na+].C(P(C(C)(C)C)C1C=CC=CC=1C1C(C(C)C)=CC(C(C)C)=CC=1C(C)C)(C)(C)C. (7) Given the product [N:25]1[CH:26]=[CH:27][CH:28]=[CH:29][C:24]=1[C:2]1[CH:11]=[CH:10][CH:9]=[C:8]2[C:3]=1[CH2:4][CH2:5][N:6]([C:12]([O:14][C:15]([CH3:18])([CH3:17])[CH3:16])=[O:13])[CH2:7]2, predict the reactants needed to synthesize it. The reactants are: Br[C:2]1[CH:11]=[CH:10][CH:9]=[C:8]2[C:3]=1[CH2:4][CH2:5][N:6]([C:12]([O:14][C:15]([CH3:18])([CH3:17])[CH3:16])=[O:13])[CH2:7]2.C([Sn](CCCC)(CCCC)[C:24]1[CH:29]=[CH:28][CH:27]=[CH:26][N:25]=1)CCC. (8) Given the product [F:1][C:2]1[CH:3]=[C:4]([CH:5]=[C:6]([O:8][CH3:9])[CH:7]=1)[O:10][C:14]1[CH:21]=[CH:20][C:17]([CH:18]=[O:19])=[C:16]([CH3:22])[CH:15]=1, predict the reactants needed to synthesize it. The reactants are: [F:1][C:2]1[CH:3]=[C:4]([OH:10])[CH:5]=[C:6]([O:8][CH3:9])[CH:7]=1.[H-].[Na+].F[C:14]1[CH:21]=[CH:20][C:17]([CH:18]=[O:19])=[C:16]([CH3:22])[CH:15]=1.Cl. (9) The reactants are: [Cl:1][C:2]1[CH:11]=[CH:10][C:9]2[CH2:8][N:7]([C:12]([O:14][CH3:15])=[O:13])[CH2:6][CH2:5][C:4]=2[N:3]=1.CC#N.[OH2:19]. Given the product [Cl:1][C:2]1[CH:11]=[CH:10][C:9]2[C:8](=[O:19])[N:7]([C:12]([O:14][CH3:15])=[O:13])[CH2:6][CH2:5][C:4]=2[N:3]=1, predict the reactants needed to synthesize it.